This data is from Full USPTO retrosynthesis dataset with 1.9M reactions from patents (1976-2016). The task is: Predict the reactants needed to synthesize the given product. Given the product [Cl:21][C:18]1[CH:19]=[CH:20][C:15]([CH2:14][N:9]2[C:8]([C:3]3[CH:4]=[CH:5][CH:6]=[CH:7][C:2]=3[Cl:1])=[N:12][N:11]=[N:10]2)=[CH:16][CH:17]=1, predict the reactants needed to synthesize it. The reactants are: [Cl:1][C:2]1[CH:7]=[CH:6][CH:5]=[CH:4][C:3]=1[C:8]1[NH:12][N:11]=[N:10][N:9]=1.Br[CH2:14][C:15]1[CH:20]=[CH:19][C:18]([Cl:21])=[CH:17][CH:16]=1.ClCC1C=CC=CC=1OC.N.